From a dataset of Reaction yield outcomes from USPTO patents with 853,638 reactions. Predict the reaction yield, written as a fraction of the theoretical maximum amount of product (1.0 means a 100% yield; for example, 0.34 means a 34% yield). (1) The reactants are C([O:3][C:4](=[O:38])[CH2:5][N:6]1[CH:10]([C:11]2[CH:16]=[CH:15][C:14]([C:17]3[C:22]4[O:23][C:24]5[CH:29]=[CH:28][CH:27]=[CH:26][C:25]=5[C:21]=4[CH:20]=[CH:19][CH:18]=3)=[CH:13][CH:12]=2)[CH2:9][C:8]([C:30]2[CH:35]=[CH:34][C:33]([O:36][CH3:37])=[CH:32][CH:31]=2)=[N:7]1)C.[OH-].[K+].Cl. The catalyst is C1COCC1.CO. The product is [CH:20]1[C:21]2[C:25]3[CH:26]=[CH:27][CH:28]=[CH:29][C:24]=3[O:23][C:22]=2[C:17]([C:14]2[CH:13]=[CH:12][C:11]([CH:10]3[N:6]([CH2:5][C:4]([OH:38])=[O:3])[N:7]=[C:8]([C:30]4[CH:31]=[CH:32][C:33]([O:36][CH3:37])=[CH:34][CH:35]=4)[CH2:9]3)=[CH:16][CH:15]=2)=[CH:18][CH:19]=1. The yield is 0.950. (2) The reactants are [CH3:1][C:2]1[CH:7]=[C:6]([C:8]#[C:9][CH:10](OCC)[O:11]CC)[N:5]=[C:4]([O:17][C:18]2[N:22]([CH3:23])[N:21]=[C:20]([C:24]([F:27])([F:26])[F:25])[CH:19]=2)[CH:3]=1.ClC(Cl)(Cl)C(O)=O. The catalyst is ClC(Cl)Cl.O.CCCCC.C(OCC)(=O)C. The product is [CH3:1][C:2]1[CH:7]=[C:6]([C:8]#[C:9][CH:10]=[O:11])[N:5]=[C:4]([O:17][C:18]2[N:22]([CH3:23])[N:21]=[C:20]([C:24]([F:27])([F:25])[F:26])[CH:19]=2)[CH:3]=1. The yield is 0.400.